This data is from Peptide-MHC class II binding affinity with 134,281 pairs from IEDB. The task is: Regression. Given a peptide amino acid sequence and an MHC pseudo amino acid sequence, predict their binding affinity value. This is MHC class II binding data. (1) The peptide sequence is DVKFPGGGQCVGGVY. The MHC is HLA-DQA10501-DQB10301 with pseudo-sequence HLA-DQA10501-DQB10301. The binding affinity (normalized) is 0.568. (2) The peptide sequence is LEAWLTEHGCNRLKR. The MHC is HLA-DQA10501-DQB10303 with pseudo-sequence HLA-DQA10501-DQB10303. The binding affinity (normalized) is 0.271.